Task: Binary Classification. Given a drug SMILES string, predict its activity (active/inactive) in a high-throughput screening assay against a specified biological target.. Dataset: HIV replication inhibition screening data with 41,000+ compounds from the AIDS Antiviral Screen (1) The drug is CC(C)(C)c1ccc(-c2nnc(-c3cc(C#N)cc(-c4nnc(-c5ccc(C(C)(C)C)cc5)o4)c3)o2)cc1. The result is 0 (inactive). (2) The molecule is Cc1ccc(-n2cc(-c3ccc(Cl)cc3)c(C#N)c2N)cc1. The result is 0 (inactive). (3) The result is 0 (inactive). The molecule is CCCCCCCCCc1cc(=O)c2ccc(OCc3ccccc3)cc2o1.